From a dataset of Catalyst prediction with 721,799 reactions and 888 catalyst types from USPTO. Predict which catalyst facilitates the given reaction. Reactant: [C:1]([C:3]1[CH:4]=[C:5]2[C:9](=[CH:10][CH:11]=1)[NH:8][CH:7]=[CH:6]2)#[N:2].[CH3:12][N:13]1[CH2:18][CH2:17][C:16](=O)[CH2:15][CH2:14]1.N1CCCC1.N. Product: [CH3:12][N:13]1[CH2:14][CH:15]=[C:16]([C:6]2[C:5]3[C:9](=[CH:10][CH:11]=[C:3]([C:1]#[N:2])[CH:4]=3)[NH:8][CH:7]=2)[CH2:17][CH2:18]1. The catalyst class is: 357.